From a dataset of Reaction yield outcomes from USPTO patents with 853,638 reactions. Predict the reaction yield, written as a fraction of the theoretical maximum amount of product (1.0 means a 100% yield; for example, 0.34 means a 34% yield). (1) The reactants are [F:1][C:2]1[CH:3]=[C:4]2[C:8](=[CH:9][CH:10]=1)[NH:7][C:6](=[O:11])[CH2:5]2.C[Si]([N-][Si](C)(C)C)(C)C.[Li+].[CH2:22]([N:24]([CH2:38][CH3:39])[CH2:25][CH2:26][CH2:27][C:28]1[N:33]=[C:32]2[CH2:34][O:35][C:36](=O)[C:31]2=[CH:30][CH:29]=1)[CH3:23].C1(C2C(=CC=CC=2)CO1)=O.Cl.C([O-])(O)=O.[Na+]. The catalyst is C1COCC1. The product is [CH2:38]([N:24]([CH2:22][CH3:23])[CH2:25][CH2:26][CH2:27][C:28]1[N:33]=[C:32]2[CH2:34][O:35][C:36](=[C:5]3[C:4]4[C:8](=[CH:9][CH:10]=[C:2]([F:1])[CH:3]=4)[NH:7][C:6]3=[O:11])[C:31]2=[CH:30][CH:29]=1)[CH3:39]. The yield is 0.370. (2) The reactants are [CH2:1]([O:3][C:4]([C:6]1[C:10]([CH3:11])=[CH:9][NH:8][C:7]=1[CH2:12][C:13]([OH:15])=O)=[O:5])[CH3:2].[NH2:16][CH2:17][CH2:18][NH:19][C:20](=[O:22])[CH3:21].Cl.C(N=C=NCCCN(C)C)C.ON1C2C=CC=CC=2N=N1.[OH-].[Na+]. The catalyst is ClCCl.O. The product is [CH2:1]([O:3][C:4]([C:6]1[C:10]([CH3:11])=[CH:9][NH:8][C:7]=1[CH2:12][C:13](=[O:15])[NH:16][CH2:17][CH2:18][NH:19][C:20](=[O:22])[CH3:21])=[O:5])[CH3:2]. The yield is 0.957.